From a dataset of Reaction yield outcomes from USPTO patents with 853,638 reactions. Predict the reaction yield, written as a fraction of the theoretical maximum amount of product (1.0 means a 100% yield; for example, 0.34 means a 34% yield). (1) The reactants are [CH3:1][NH:2][CH2:3][C:4]#[CH:5].C(N(CC)CC)C.Cl[C:14]([O:16][C:17]1[CH:22]=[CH:21][C:20]([N+:23]([O-:25])=[O:24])=[CH:19][CH:18]=1)=[O:15]. The catalyst is ClCCl. The product is [CH3:1][N:2]([CH2:3][C:4]#[CH:5])[C:14](=[O:15])[O:16][C:17]1[CH:18]=[CH:19][C:20]([N+:23]([O-:25])=[O:24])=[CH:21][CH:22]=1. The yield is 0.890. (2) The reactants are [F:1][C:2]1[CH:7]=[CH:6][CH:5]=[CH:4][C:3]=1[C:8]1[NH:12][CH:11]=[C:10]([C:13]#N)[CH:9]=1.C1C[O:18]CC1.C(O)(=O)C. The catalyst is O. The product is [F:1][C:2]1[CH:7]=[CH:6][CH:5]=[CH:4][C:3]=1[C:8]1[NH:12][CH:11]=[C:10]([CH:13]=[O:18])[CH:9]=1. The yield is 0.780. (3) The reactants are [Cl:1][C:2]1[CH:8]=[CH:7][C:5]([NH2:6])=[CH:4][CH:3]=1.[CH3:9][O:10][C:11]([CH2:13][CH2:14][C:15]1[CH:20]=[CH:19][C:18]([S:21](Cl)(=[O:23])=[O:22])=[CH:17][CH:16]=1)=[O:12]. The catalyst is N1C=CC=CC=1. The product is [Cl:1][C:2]1[CH:8]=[CH:7][C:5]([NH:6][S:21]([C:18]2[CH:17]=[CH:16][C:15]([CH2:14][CH2:13][C:11]([O:10][CH3:9])=[O:12])=[CH:20][CH:19]=2)(=[O:23])=[O:22])=[CH:4][CH:3]=1. The yield is 0.824.